Dataset: Reaction yield outcomes from USPTO patents with 853,638 reactions. Task: Predict the reaction yield, written as a fraction of the theoretical maximum amount of product (1.0 means a 100% yield; for example, 0.34 means a 34% yield). The reactants are [OH:1][CH2:2][C:3]1[CH:8]=[C:7]([O:9][CH3:10])[CH:6]=[C:5]([N:11]2[N:15]=[C:14]3[CH:16]=[CH:17][C:18]([CH3:20])=[CH:19][C:13]3=[N:12]2)[C:4]=1[OH:21].C(N(CC)CC)C.[C:29](Cl)(=[O:33])[C:30]([CH3:32])=[CH2:31]. The catalyst is C1COCC1. The product is [C:29]([O:1][CH2:2][C:3]1[CH:8]=[C:7]([O:9][CH3:10])[CH:6]=[C:5]([N:11]2[N:15]=[C:14]3[CH:16]=[CH:17][C:18]([CH3:20])=[CH:19][C:13]3=[N:12]2)[C:4]=1[OH:21])(=[O:33])[C:30]([CH3:32])=[CH2:31]. The yield is 0.300.